This data is from Full USPTO retrosynthesis dataset with 1.9M reactions from patents (1976-2016). The task is: Predict the reactants needed to synthesize the given product. (1) Given the product [F:11][C:6]1[CH:5]=[CH:4][C:3]([CH:14]=[O:15])=[CH:10][C:7]=1[C:8]#[N:9], predict the reactants needed to synthesize it. The reactants are: [Mg].Cl[C:3]1[CH:4]=[CH:5][C:6]([F:11])=[C:7]([CH:10]=1)[C:8]#[N:9].CN(C)[CH:14]=[O:15]. (2) Given the product [C:37]1([C:36]([C:43]2[CH:44]=[CH:45][CH:46]=[CH:47][CH:48]=2)=[N:49][C:13]2[CH:33]=[CH:32][C:16]3[C:17]4([CH2:30][CH3:31])[CH2:29][CH2:28][C:23]5([O:24][CH2:25][CH2:26][O:27]5)[CH2:22][CH:18]4[CH2:19][CH2:20][CH2:21][C:15]=3[CH:14]=2)[CH:42]=[CH:41][CH:40]=[CH:39][CH:38]=1, predict the reactants needed to synthesize it. The reactants are: C(=O)([O-])[O-].[Cs+].[Cs+].FC(F)(F)S(O[C:13]1[CH:33]=[CH:32][C:16]2[C:17]3([CH2:30][CH3:31])[CH2:29][CH2:28][C:23]4([O:27][CH2:26][CH2:25][O:24]4)[CH2:22][CH:18]3[CH2:19][CH2:20][CH2:21][C:15]=2[CH:14]=1)(=O)=O.[C:36](=[NH:49])([C:43]1[CH:48]=[CH:47][CH:46]=[CH:45][CH:44]=1)[C:37]1[CH:42]=[CH:41][CH:40]=[CH:39][CH:38]=1.CCOC(C)=O. (3) Given the product [F:19][C:20]1[CH:25]=[CH:24][C:23]([CH:26]2[CH2:27][CH2:28][N:29]([C:2]3[C:7]([C:8]#[N:9])=[C:6]([NH:10][CH2:11][CH2:12][OH:13])[N:5]=[C:4]([NH:14][CH2:15][CH2:16][OH:17])[N:3]=3)[CH2:30][CH2:31]2)=[CH:22][CH:21]=1, predict the reactants needed to synthesize it. The reactants are: Cl[C:2]1[C:7]([C:8]#[N:9])=[C:6]([NH:10][CH2:11][CH2:12][OH:13])[N:5]=[C:4]([NH:14][CH2:15][CH2:16][OH:17])[N:3]=1.Cl.[F:19][C:20]1[CH:25]=[CH:24][C:23]([CH:26]2[CH2:31][CH2:30][NH:29][CH2:28][CH2:27]2)=[CH:22][CH:21]=1.C(N(C(C)C)C(C)C)C. (4) Given the product [S:8]1[C:12]2[CH:13]=[CH:14][CH:15]=[CH:16][C:11]=2[N:10]=[C:9]1[S:17]([N:20]1[CH2:25][CH2:24][N:23]([C:42](=[O:43])[CH2:41][N:38]2[CH:39]=[CH:40][C:35]([NH:34][C:32]([O:31][CH2:30][CH2:29][S:28][CH3:27])=[O:33])=[N:36][C:37]2=[O:45])[CH2:22][C:21]1=[O:26])(=[O:19])=[O:18], predict the reactants needed to synthesize it. The reactants are: FC(F)(F)C(O)=O.[S:8]1[C:12]2[CH:13]=[CH:14][CH:15]=[CH:16][C:11]=2[N:10]=[C:9]1[S:17]([N:20]1[CH2:25][CH2:24][NH:23][CH2:22][C:21]1=[O:26])(=[O:19])=[O:18].[CH3:27][S:28][CH2:29][CH2:30][O:31][C:32]([NH:34][C:35]1[CH:40]=[CH:39][N:38]([CH2:41][C:42](O)=[O:43])[C:37](=[O:45])[N:36]=1)=[O:33].